Dataset: Reaction yield outcomes from USPTO patents with 853,638 reactions. Task: Predict the reaction yield, written as a fraction of the theoretical maximum amount of product (1.0 means a 100% yield; for example, 0.34 means a 34% yield). The reactants are [C:1]([N:4]1[C:13]2[C:8](=[CH:9][C:10](Br)=[CH:11][CH:12]=2)[N:7]([C:15]([O:17][CH:18]([CH3:20])[CH3:19])=[O:16])[CH2:6][C@@H:5]1[CH3:21])(=[O:3])[CH3:2].CC1(C)C(C)(C)OB([C:30]2[CH:31]=[N:32][N:33]([CH2:35][CH2:36][OH:37])[CH:34]=2)O1.C(=O)([O-])[O-].[Cs+].[Cs+]. The catalyst is O1CCOCC1.O.CC(C1C=C(C(C)C)C(C2C=CC=C(P(C3CCCCC3)C3CCCCC3)C=2)=C(C(C)C)C=1)C.C1C=[C-]C(C2C(N)=CC=CC=2)=CC=1.Cl[Pd+]. The product is [C:1]([N:4]1[C:13]2[C:8](=[CH:9][C:10]([C:30]3[CH:31]=[N:32][N:33]([CH2:35][CH2:36][OH:37])[CH:34]=3)=[CH:11][CH:12]=2)[N:7]([C:15]([O:17][CH:18]([CH3:20])[CH3:19])=[O:16])[CH2:6][C@@H:5]1[CH3:21])(=[O:3])[CH3:2]. The yield is 0.960.